From a dataset of Reaction yield outcomes from USPTO patents with 853,638 reactions. Predict the reaction yield, written as a fraction of the theoretical maximum amount of product (1.0 means a 100% yield; for example, 0.34 means a 34% yield). (1) The reactants are [N:1]1[CH:6]=[CH:5][CH:4]=[C:3]([C:7]2[N:8]([C:16]3[CH:21]=[CH:20][C:19]([S:22]([NH2:25])(=[O:24])=[O:23])=[CH:18][CH:17]=3)[CH:9]=[C:10]([C:12]([F:15])([F:14])[F:13])[N:11]=2)[CH:2]=1.[C:26](OC(=O)C)(=[O:28])[CH3:27].C(N(CC)CC)C. The catalyst is CN(C)C1C=CN=CC=1.O. The product is [N:1]1[CH:6]=[CH:5][CH:4]=[C:3]([C:7]2[N:8]([C:16]3[CH:21]=[CH:20][C:19]([S:22]([NH:25][C:26](=[O:28])[CH3:27])(=[O:23])=[O:24])=[CH:18][CH:17]=3)[CH:9]=[C:10]([C:12]([F:13])([F:14])[F:15])[N:11]=2)[CH:2]=1. The yield is 0.900. (2) The reactants are Br[CH2:2][C:3]([O:5][C:6]([CH3:9])([CH3:8])[CH3:7])=[O:4].[F:10][C:11]([F:26])([F:25])[C:12]([NH:14][CH2:15][C:16]1[CH:21]=[CH:20][CH:19]=[C:18]([N+:22]([O-:24])=[O:23])[CH:17]=1)=[O:13].C([O-])([O-])=O.[Cs+].[Cs+]. The catalyst is CN(C=O)C.CCOC(C)=O. The product is [F:10][C:11]([F:25])([F:26])[C:12]([N:14]([CH2:2][C:3]([O:5][C:6]([CH3:9])([CH3:8])[CH3:7])=[O:4])[CH2:15][C:16]1[CH:21]=[CH:20][CH:19]=[C:18]([N+:22]([O-:24])=[O:23])[CH:17]=1)=[O:13]. The yield is 0.610. (3) The yield is 0.180. The catalyst is O1CCCC1.O. The reactants are Cl.Cl.[N:3]1[CH:8]=[CH:7][CH:6]=[CH:5][C:4]=1[CH2:9][N:10]1[C:18]2[C:13](=[CH:14][C:15]([OH:19])=[CH:16][CH:17]=2)[C:12]([CH3:21])([CH3:20])[CH2:11]1.Cl[C:23]([O:25][C:26]1C=C[C:29]([N+:32]([O-])=O)=[CH:28][CH:27]=1)=O.C(N(C(C)C)CC)(C)C.[O:44]1CCC(CN)[CH2:45]1. The product is [O:25]1[CH2:26][CH2:27][CH:28]([CH2:29][NH:32][C:45](=[O:44])[O:19][C:15]2[CH:14]=[C:13]3[C:18](=[CH:17][CH:16]=2)[N:10]([CH2:9][C:4]2[CH:5]=[CH:6][CH:7]=[CH:8][N:3]=2)[CH2:11][C:12]3([CH3:21])[CH3:20])[CH2:23]1. (4) The reactants are [NH2:1][C:2]1[CH:7]=[CH:6][C:5]([OH:8])=[C:4]([C:9]2[N:13]([CH3:14])[N:12]=[CH:11][CH:10]=2)[CH:3]=1.[C:15]([O:19][C:20]([NH:22][C@@H:23]([CH3:30])[CH2:24]OS(C)(=O)=O)=[O:21])([CH3:18])([CH3:17])[CH3:16].C(=O)([O-])[O-].[Cs+].[Cs+]. The catalyst is CC(C)=O. The product is [NH2:1][C:2]1[CH:7]=[CH:6][C:5]([O:8][CH2:30][C@@H:23]([NH:22][C:20](=[O:21])[O:19][C:15]([CH3:16])([CH3:18])[CH3:17])[CH3:24])=[C:4]([C:9]2[N:13]([CH3:14])[N:12]=[CH:11][CH:10]=2)[CH:3]=1. The yield is 0.346.